Dataset: Peptide-MHC class I binding affinity with 185,985 pairs from IEDB/IMGT. Task: Regression. Given a peptide amino acid sequence and an MHC pseudo amino acid sequence, predict their binding affinity value. This is MHC class I binding data. (1) The peptide sequence is RPMTYKAAL. The MHC is HLA-C06:02 with pseudo-sequence HLA-C06:02. The binding affinity (normalized) is 0. (2) The peptide sequence is FANTNLIKC. The MHC is H-2-Db with pseudo-sequence H-2-Db. The binding affinity (normalized) is 0.196. (3) The peptide sequence is NFKFRDLLF. The MHC is H-2-Db with pseudo-sequence H-2-Db. The binding affinity (normalized) is 0. (4) The peptide sequence is QLMCQPILL. The MHC is HLA-A02:03 with pseudo-sequence HLA-A02:03. The binding affinity (normalized) is 0.771. (5) The peptide sequence is KSINKVYGK. The binding affinity (normalized) is 0.440. The MHC is Patr-A0101 with pseudo-sequence Patr-A0101. (6) The peptide sequence is GRGQILLGK. The MHC is HLA-B73:01 with pseudo-sequence HLA-B73:01. The binding affinity (normalized) is 0.0847. (7) The peptide sequence is TTAEFTVPK. The MHC is HLA-B15:01 with pseudo-sequence HLA-B15:01. The binding affinity (normalized) is 0.0847.